From a dataset of TCR-epitope binding with 47,182 pairs between 192 epitopes and 23,139 TCRs. Binary Classification. Given a T-cell receptor sequence (or CDR3 region) and an epitope sequence, predict whether binding occurs between them. (1) The epitope is TVYDPLQPELDSFK. The TCR CDR3 sequence is CASSQEGGDTQYF. Result: 0 (the TCR does not bind to the epitope). (2) The epitope is FVDGVPFVV. Result: 0 (the TCR does not bind to the epitope). The TCR CDR3 sequence is CASSPWGNPDTGELFF. (3) The epitope is HTDFSSEIIGY. The TCR CDR3 sequence is CASSQGTGTFNEQFF. Result: 1 (the TCR binds to the epitope). (4) The epitope is RPRGEVRFL. The TCR CDR3 sequence is CASSLGGADEQFF. Result: 0 (the TCR does not bind to the epitope). (5) The epitope is RLRAEAQVK. The TCR CDR3 sequence is CASGIALRQFF. Result: 1 (the TCR binds to the epitope). (6) The epitope is KRWIILGLNK. The TCR CDR3 sequence is CASSLDRNEQFF. Result: 1 (the TCR binds to the epitope).